This data is from Full USPTO retrosynthesis dataset with 1.9M reactions from patents (1976-2016). The task is: Predict the reactants needed to synthesize the given product. Given the product [Cl:38][C:37]1[C:32]([NH:31][C@@H:27]2[CH2:28][CH2:29][CH2:30][C@@H:25]([N:20]([CH2:19][C:17]#[N:18])[S:21]([CH3:24])(=[O:23])=[O:22])[CH2:26]2)=[N:33][C:34]([NH:16][C:13]2[CH:14]=[CH:15][C:8]3[CH2:7][CH2:6][N:5]([CH2:4][CH2:3][O:2][CH3:1])[CH2:11][CH2:10][C:9]=3[CH:12]=2)=[N:35][CH:36]=1, predict the reactants needed to synthesize it. The reactants are: [CH3:1][O:2][CH2:3][CH2:4][N:5]1[CH2:11][CH2:10][C:9]2[CH:12]=[C:13]([NH2:16])[CH:14]=[CH:15][C:8]=2[CH2:7][CH2:6]1.[C:17]([CH2:19][N:20]([C@@H:25]1[CH2:30][CH2:29][CH2:28][C@@H:27]([NH:31][C:32]2[C:37]([Cl:38])=[CH:36][N:35]=[C:34](Cl)[N:33]=2)[CH2:26]1)[S:21]([CH3:24])(=[O:23])=[O:22])#[N:18].